Dataset: Reaction yield outcomes from USPTO patents with 853,638 reactions. Task: Predict the reaction yield, written as a fraction of the theoretical maximum amount of product (1.0 means a 100% yield; for example, 0.34 means a 34% yield). (1) The yield is 0.900. The catalyst is ClCCl. The product is [CH3:37][N:14]([CH3:13])[C:15]([N:17]1[CH2:20][CH:19]([O:21][C:22]2[C:27]3[CH:28]=[C:29]([CH3:31])[O:30][C:26]=3[CH:25]=[C:24]([C:32]([NH:1][C:2]3[CH:7]=[CH:6][C:5]([CH3:8])=[CH:4][N:3]=3)=[O:33])[CH:23]=2)[CH2:18]1)=[O:16]. The reactants are [NH2:1][C:2]1[CH:7]=[CH:6][C:5]([CH3:8])=[CH:4][N:3]=1.[Al](Cl)(C)C.[CH3:13][N:14]([CH3:37])[C:15]([N:17]1[CH2:20][CH:19]([O:21][C:22]2[C:27]3[CH:28]=[C:29]([CH3:31])[O:30][C:26]=3[CH:25]=[C:24]([C:32](OCC)=[O:33])[CH:23]=2)[CH2:18]1)=[O:16]. (2) The reactants are [CH2:1]([O:3][C:4]([C:6]1[C:7](Cl)=[N:8][C:9]2[C:14]([C:15]=1[C:16]1[CH:21]=[CH:20][CH:19]=[CH:18][CH:17]=1)=[CH:13][C:12]([Cl:22])=[CH:11][CH:10]=2)=[O:5])[CH3:2].[NH:24]1[CH2:29][CH2:28][O:27][CH2:26][CH2:25]1. The catalyst is O. The product is [CH2:1]([O:3][C:4]([C:6]1[C:7]([N:24]2[CH2:29][CH2:28][O:27][CH2:26][CH2:25]2)=[N:8][C:9]2[C:14]([C:15]=1[C:16]1[CH:21]=[CH:20][CH:19]=[CH:18][CH:17]=1)=[CH:13][C:12]([Cl:22])=[CH:11][CH:10]=2)=[O:5])[CH3:2]. The yield is 0.570.